This data is from Full USPTO retrosynthesis dataset with 1.9M reactions from patents (1976-2016). The task is: Predict the reactants needed to synthesize the given product. Given the product [C:21]([O:20][C:18]([N:7]1[CH2:6][C:5]2[CH:14]=[CH:15][CH:16]=[CH:17][C:4]=2[NH:1][C:9](=[O:11])[CH2:8]1)=[O:19])([CH3:24])([CH3:23])[CH3:22], predict the reactants needed to synthesize it. The reactants are: [N+:1]([C:4]1[CH:17]=[CH:16][CH:15]=[CH:14][C:5]=1[CH2:6][NH:7][CH2:8][C:9]([O:11]CC)=O)([O-])=O.[C:18](O[C:18]([O:20][C:21]([CH3:24])([CH3:23])[CH3:22])=[O:19])([O:20][C:21]([CH3:24])([CH3:23])[CH3:22])=[O:19].C(N(CC)CC)C.[OH-].[Na+].[H][H].